Dataset: Forward reaction prediction with 1.9M reactions from USPTO patents (1976-2016). Task: Predict the product of the given reaction. (1) Given the reactants C([Li])CCC.[Br:6][C:7]1[CH:15]=[CH:14][CH:13]=[C:12]2[C:8]=1[CH:9]=[N:10][NH:11]2.Br[C:17]1[C:26]2[C:21](=[CH:22][C:23]([O:29][CH3:30])=[C:24]([O:27][CH3:28])[CH:25]=2)[N:20]=[N:19][CH:18]=1.C(N(CC)CC)C, predict the reaction product. The product is: [Br:6][C:7]1[CH:15]=[CH:14][CH:13]=[C:12]2[C:8]=1[CH:9]=[N:10][N:11]2[C:17]1[C:26]2[C:21](=[CH:22][C:23]([O:29][CH3:30])=[C:24]([O:27][CH3:28])[CH:25]=2)[N:20]=[N:19][CH:18]=1. (2) The product is: [C:32]([C:31]1[CH:34]=[CH:35][C:28]([CH:26]2[C:53]([C:52]([O:58][CH2:59][CH:60]=[CH2:61])=[O:57])=[C:54]([CH3:56])[N:46]([C:42]3[CH:43]=[CH:44][CH:45]=[C:40]([C:39]([F:50])([F:51])[F:38])[CH:41]=3)[C:47](=[O:48])[NH:49]2)=[C:29]([S:36][CH3:37])[CH:30]=1)#[N:33]. Given the reactants P(OCC)(OCC)(OCC)=O.O=P12OP3(OP(OP(O3)(O1)=O)(=O)O2)=O.[CH:26]([C:28]1[CH:35]=[CH:34][C:31]([C:32]#[N:33])=[CH:30][C:29]=1[S:36][CH3:37])=O.[F:38][C:39]([F:51])([F:50])[C:40]1[CH:41]=[C:42]([NH:46][C:47]([NH2:49])=[O:48])[CH:43]=[CH:44][CH:45]=1.[C:52]([O:58][CH2:59][CH:60]=[CH2:61])(=[O:57])[CH2:53][C:54]([CH3:56])=O, predict the reaction product. (3) Given the reactants C(OC([N:11]1[CH2:16][CH:15]([O:17][CH2:18][C:19]2[CH:20]=[CH:21][C:22]3[O:27][CH2:26][CH2:25][N:24]([CH2:28][CH2:29][CH2:30][O:31][CH3:32])[C:23]=3[CH:33]=2)[CH:14]([C:34]2[CH:39]=[CH:38][C:37]([CH2:40][O:41][CH2:42][C@@H:43]([O:45][C:46]3[CH:51]=[C:50]([F:52])[CH:49]=[CH:48][C:47]=3[F:53])[CH3:44])=[CH:36][CH:35]=2)[CH:13]([OH:54])[CH2:12]1)=O)C1C=CC=CC=1.[OH-].[K+].CO.C(=O)(O)[O-].[Na+], predict the reaction product. The product is: [F:53][C:47]1[CH:48]=[CH:49][C:50]([F:52])=[CH:51][C:46]=1[O:45][C@@H:43]([CH3:44])[CH2:42][O:41][CH2:40][C:37]1[CH:36]=[CH:35][C:34]([CH:14]2[CH:15]([O:17][CH2:18][C:19]3[CH:20]=[CH:21][C:22]4[O:27][CH2:26][CH2:25][N:24]([CH2:28][CH2:29][CH2:30][O:31][CH3:32])[C:23]=4[CH:33]=3)[CH2:16][NH:11][CH2:12][CH:13]2[OH:54])=[CH:39][CH:38]=1. (4) Given the reactants C(#N)C.CO.[CH2:6]=[CH:7][C:8]1[CH:13]=[CH:12][CH:11]=[CH:10][CH:9]=1.[CH:14]([C:16]1[C:25]2[C:20](=[CH:21][CH:22]=[CH:23][CH:24]=2)[CH:19]=[CH:18][CH:17]=1)=[CH2:15], predict the reaction product. The product is: [CH2:6]=[CH:7][C:8]1[CH:13]=[CH:12][CH:11]=[CH:10][CH:9]=1.[CH:14]([C:16]1[C:25]2[C:20](=[CH:21][CH:22]=[CH:23][CH:24]=2)[CH:19]=[CH:18][CH:17]=1)=[CH2:15]. (5) Given the reactants C[O:2][C:3](=[O:28])[CH2:4][O:5][C:6]1[CH:15]=[CH:14][C:13]([Cl:16])=[C:12]2[C:7]=1[C:8]([CH3:27])=[C:9]([S:18]([C:20]1[CH:25]=[CH:24][C:23]([Cl:26])=[CH:22][CH:21]=1)=[O:19])[C:10]([CH3:17])=[N:11]2.CO.[OH-].[Na+], predict the reaction product. The product is: [Cl:16][C:13]1[CH:14]=[CH:15][C:6]([O:5][CH2:4][C:3]([OH:28])=[O:2])=[C:7]2[C:12]=1[N:11]=[C:10]([CH3:17])[C:9]([S:18]([C:20]1[CH:21]=[CH:22][C:23]([Cl:26])=[CH:24][CH:25]=1)=[O:19])=[C:8]2[CH3:27].